Dataset: Forward reaction prediction with 1.9M reactions from USPTO patents (1976-2016). Task: Predict the product of the given reaction. Given the reactants [Br:1][C:2]1[CH:7]=[CH:6][C:5]([C:8]2[O:12][N:11]=[C:10]([CH3:13])[C:9]=2[CH:14]=[O:15])=[CH:4][CH:3]=1.[CH3:16][C:17]([C:22]1[CH:27]=[CH:26][CH:25]=[CH:24][CH:23]=1)([CH3:21])[CH2:18][Mg]Cl, predict the reaction product. The product is: [Br:1][C:2]1[CH:3]=[CH:4][C:5]([C:8]2[O:12][N:11]=[C:10]([CH3:13])[C:9]=2[CH:14]([OH:15])[CH2:16][C:17]([CH3:21])([C:22]2[CH:27]=[CH:26][CH:25]=[CH:24][CH:23]=2)[CH3:18])=[CH:6][CH:7]=1.